From a dataset of Reaction yield outcomes from USPTO patents with 853,638 reactions. Predict the reaction yield, written as a fraction of the theoretical maximum amount of product (1.0 means a 100% yield; for example, 0.34 means a 34% yield). (1) The reactants are [SH:1][C:2]1[O:3][C:4]2[C:13]3[CH:12]([CH2:14][CH2:15][NH:16][C:17](=[O:19])[CH3:18])[CH2:11][CH2:10][C:9]=3[CH:8]=[CH:7][C:5]=2[N:6]=1.IC.[C:22](=O)([O-])[O-].[K+].[K+]. The catalyst is CN(C)C=O.C(OCC)C. The product is [CH3:22][S:1][C:2]1[O:3][C:4]2[C:13]3[CH:12]([CH2:14][CH2:15][NH:16][C:17](=[O:19])[CH3:18])[CH2:11][CH2:10][C:9]=3[CH:8]=[CH:7][C:5]=2[N:6]=1. The yield is 0.720. (2) The reactants are [Br:1][C:2]1[C:7]([N+:8]([O-])=O)=[CH:6][C:5]([CH3:11])=[CH:4][N:3]=1. The catalyst is CC(O)=O.CCOC(C)=O.[Fe]. The product is [Br:1][C:2]1[C:7]([NH2:8])=[CH:6][C:5]([CH3:11])=[CH:4][N:3]=1. The yield is 0.863. (3) The reactants are [CH2:1]([C:9]1[CH:14]=[CH:13][C:12]([NH:15][C:16]2[CH:21]=[CH:20][CH:19]=[CH:18][C:17]=2B2OC(C)(C)C(C)(C)O2)=[CH:11][CH:10]=1)[CH2:2][CH2:3][CH2:4][CH2:5][CH2:6][CH2:7][CH3:8].Br[C:32]1[CH:33]=[CH:34][C:35]2[C:39]3[CH:40]=[CH:41][C:42](Br)=[CH:43][C:38]=3[S:37][C:36]=2[CH:45]=1.[O-]P([O-])([O-])=O.[K+].[K+].[K+].O. The catalyst is O1CCOCC1.C1C=CC(P(C2C=CC=CC=2)[C-]2C=CC=C2)=CC=1.C1C=CC(P(C2C=CC=CC=2)[C-]2C=CC=C2)=CC=1.Cl[Pd]Cl.[Fe+2]. The product is [CH:34]1[C:35]2[C:39]3[CH:40]=[CH:41][C:42]([C:17]4[CH:18]=[CH:19][CH:20]=[CH:21][C:16]=4[NH:15][C:12]4[CH:13]=[CH:14][C:9]([CH2:1][CH2:2][CH2:3][CH2:4][CH2:5][CH2:6][CH2:7][CH3:8])=[CH:10][CH:11]=4)=[CH:43][C:38]=3[S:37][C:36]=2[CH:45]=[C:32]([C:17]2[CH:18]=[CH:19][CH:20]=[CH:21][C:16]=2[NH:15][C:12]2[CH:11]=[CH:10][C:9]([CH2:1][CH2:2][CH2:3][CH2:4][CH2:5][CH2:6][CH2:7][CH3:8])=[CH:14][CH:13]=2)[CH:33]=1. The yield is 0.680. (4) The reactants are Cl.[NH2:2][CH2:3][C:4]1[CH:13]=[CH:12][C:7]([C:8]([O:10][CH3:11])=[O:9])=[CH:6][CH:5]=1.C(N(CC)CC)C.O.ON1C2C=CC=CC=2N=N1.[NH2:32][C:33]1[CH:41]=[CH:40][C:39]([I:42])=[CH:38][C:34]=1[C:35](O)=[O:36].Cl.CN(C)CCCN=C=NCC. The catalyst is CN(C)C=O. The product is [NH2:32][C:33]1[CH:41]=[CH:40][C:39]([I:42])=[CH:38][C:34]=1[C:35]([NH:2][CH2:3][C:4]1[CH:5]=[CH:6][C:7]([C:8]([O:10][CH3:11])=[O:9])=[CH:12][CH:13]=1)=[O:36]. The yield is 0.700. (5) The reactants are [Br:1][C:2]1[S:6][C:5]([S:7](Cl)(=[O:9])=[O:8])=[CH:4][CH:3]=1.[CH2:11]([CH2:13][NH2:14])[OH:12].C([O-])(O)=O.[Na+]. The catalyst is ClCCl. The product is [OH:12][CH2:11][CH2:13][NH:14][S:7]([C:5]1[S:6][C:2]([Br:1])=[CH:3][CH:4]=1)(=[O:9])=[O:8]. The yield is 0.930. (6) The reactants are [CH2:1]([OH:13])[CH2:2][CH2:3][CH2:4][CH2:5][CH2:6][CH2:7][CH2:8][CH2:9][CH2:10][CH2:11][CH3:12].[C:14](OCC)(=[O:23])[CH:15]([C:17]1[CH:22]=[CH:21][CH:20]=[CH:19][CH:18]=1)[OH:16]. No catalyst specified. The product is [C:14]([O:13][CH2:1][CH2:2][CH2:3][CH2:4][CH2:5][CH2:6][CH2:7][CH2:8][CH2:9][CH2:10][CH2:11][CH3:12])(=[O:23])[CH:15]([C:17]1[CH:22]=[CH:21][CH:20]=[CH:19][CH:18]=1)[OH:16]. The yield is 0.560.